Dataset: Peptide-MHC class I binding affinity with 185,985 pairs from IEDB/IMGT. Task: Regression. Given a peptide amino acid sequence and an MHC pseudo amino acid sequence, predict their binding affinity value. This is MHC class I binding data. (1) The peptide sequence is VLIALSVLAV. The MHC is HLA-A02:02 with pseudo-sequence HLA-A02:02. The binding affinity (normalized) is 0.530. (2) The peptide sequence is PPQATAKYL. The MHC is HLA-A30:01 with pseudo-sequence HLA-A30:01. The binding affinity (normalized) is 0.0847. (3) The peptide sequence is GMFGGCFAA. The MHC is HLA-B07:02 with pseudo-sequence HLA-B07:02. The binding affinity (normalized) is 0.0847. (4) The peptide sequence is NHINQELSL. The MHC is HLA-B38:01 with pseudo-sequence HLA-B38:01. The binding affinity (normalized) is 0.574. (5) The peptide sequence is AAISKLGINY. The MHC is HLA-A33:01 with pseudo-sequence HLA-A33:01. The binding affinity (normalized) is 0.344. (6) The peptide sequence is RYPLTFGW. The MHC is HLA-A68:02 with pseudo-sequence HLA-A68:02. The binding affinity (normalized) is 0. (7) The peptide sequence is RLSLTALSA. The MHC is HLA-A02:01 with pseudo-sequence HLA-A02:01. The binding affinity (normalized) is 0.367.